Dataset: Reaction yield outcomes from USPTO patents with 853,638 reactions. Task: Predict the reaction yield, written as a fraction of the theoretical maximum amount of product (1.0 means a 100% yield; for example, 0.34 means a 34% yield). (1) The reactants are [N:1]1[CH:6]=[C:5]([CH2:7][C:8]#[N:9])[CH:4]=[N:3][CH:2]=1.Br[CH2:11][CH:12]1[CH2:14][CH2:13]1.[H-].[Na+]. The catalyst is CN(C=O)C. The product is [CH:12]1([CH2:11][CH:7]([C:5]2[CH:6]=[N:1][CH:2]=[N:3][CH:4]=2)[C:8]#[N:9])[CH2:14][CH2:13]1. The yield is 0.850. (2) The reactants are [CH2:1]([N:3]([CH2:18][CH3:19])[CH2:4][CH2:5][NH:6][C:7]([C:9]1[C:13]([CH3:14])=[C:12]([CH:15]=O)[NH:11][C:10]=1[CH3:17])=[O:8])[CH3:2].[F:20][C:21]1[CH:22]=[C:23]2[C:27](=[CH:28][CH:29]=1)[NH:26][C:25](=[O:30])[CH2:24]2.N1CCCC1. The catalyst is C(O)C. The product is [CH2:1]([N:3]([CH2:18][CH3:19])[CH2:4][CH2:5][NH:6][C:7]([C:9]1[C:13]([CH3:14])=[C:12](/[CH:15]=[C:24]2\[C:25](=[O:30])[NH:26][C:27]3[C:23]\2=[CH:22][C:21]([F:20])=[CH:29][CH:28]=3)[NH:11][C:10]=1[CH3:17])=[O:8])[CH3:2]. The yield is 0.880. (3) The reactants are [NH2:1][C:2]1[CH:3]=[CH:4][C:5]2[N:10]([CH3:11])[C:9](=[O:12])[O:8][C:7]([C:14]3[CH:19]=[CH:18][C:17]([Cl:20])=[CH:16][CH:15]=3)([CH3:13])[C:6]=2[CH:21]=1.[Cl:22][C:23]1[CH:28]=[CH:27][CH:26]=[C:25](I)[CH:24]=1.C1C=CC(P(C2C(C3C(P(C4C=CC=CC=4)C4C=CC=CC=4)=CC=C4C=3C=CC=C4)=C3C(C=CC=C3)=CC=2)C2C=CC=CC=2)=CC=1.CC(C)([O-])C.[Na+].C1OCCOCCOCCOCCOCCOC1. The catalyst is C1COCC1.C1C=CC(/C=C/C(/C=C/C2C=CC=CC=2)=O)=CC=1.C1C=CC(/C=C/C(/C=C/C2C=CC=CC=2)=O)=CC=1.C1C=CC(/C=C/C(/C=C/C2C=CC=CC=2)=O)=CC=1.[Pd].[Pd]. The product is [Cl:20][C:17]1[CH:18]=[CH:19][C:14]([C:7]2([CH3:13])[C:6]3[CH:21]=[C:2]([NH:1][C:25]4[CH:26]=[CH:27][CH:28]=[C:23]([Cl:22])[CH:24]=4)[CH:3]=[CH:4][C:5]=3[N:10]([CH3:11])[C:9](=[O:12])[O:8]2)=[CH:15][CH:16]=1. The yield is 0.180. (4) The reactants are [CH3:1][N:2]([CH3:19])[CH2:3][C:4]1[N:8]=[C:7]([C:9]2[CH:14]=[C:13]([CH3:15])[CH:12]=[CH:11][C:10]=2[N+:16]([O-])=O)[O:6][N:5]=1.S.[Na].[Na]. The catalyst is O1CCOCC1.O.ClCCl. The product is [CH3:19][N:2]([CH2:3][C:4]1[N:8]=[C:7]([C:9]2[CH:14]=[C:13]([CH3:15])[CH:12]=[CH:11][C:10]=2[NH2:16])[O:6][N:5]=1)[CH3:1]. The yield is 0.860. (5) The yield is 5.34. No catalyst specified. The reactants are [NH2:1][C:2]1[CH:7]=[CH:6][N:5]=[CH:4][CH:3]=1.Cl[C:9]([O:11][C:12]1[CH:17]=[CH:16][CH:15]=[CH:14][CH:13]=1)=[O:10]. The product is [N:5]1[CH:6]=[CH:7][C:2]([NH:1][C:9](=[O:10])[O:11][C:12]2[CH:17]=[CH:16][CH:15]=[CH:14][CH:13]=2)=[CH:3][CH:4]=1. (6) The reactants are Cl[C:2]1[C:3]2[CH:10]=[CH:9][N:8]([CH2:11][O:12][CH2:13][CH2:14][Si:15]([CH3:18])([CH3:17])[CH3:16])[C:4]=2[N:5]=[CH:6][N:7]=1.O1CCOCC1.C(OCN1C2N=CN=C([C:42]3[CH:43]=[N:44][N:45](C(OCC)C)[CH:46]=3)C=2C=C1)(=O)C(C)(C)C.C(=O)([O-])[O-].[K+].[K+]. The catalyst is O.C(OCC)(=O)C.C1C=CC([P]([Pd]([P](C2C=CC=CC=2)(C2C=CC=CC=2)C2C=CC=CC=2)([P](C2C=CC=CC=2)(C2C=CC=CC=2)C2C=CC=CC=2)[P](C2C=CC=CC=2)(C2C=CC=CC=2)C2C=CC=CC=2)(C2C=CC=CC=2)C2C=CC=CC=2)=CC=1.CCCCCCC.C(OCC)(=O)C. The product is [NH:44]1[CH:43]=[C:42]([C:2]2[C:3]3[CH:10]=[CH:9][N:8]([CH2:11][O:12][CH2:13][CH2:14][Si:15]([CH3:18])([CH3:17])[CH3:16])[C:4]=3[N:5]=[CH:6][N:7]=2)[CH:46]=[N:45]1. The yield is 0.640. (7) The reactants are [Br:1][C:2]1[CH:7]=[CH:6][C:5]([CH3:8])=[C:4]([Cl:9])[CH:3]=1.[Br:10]N1C(=O)CCC1=O. The catalyst is C(Cl)(Cl)(Cl)Cl.N(C(C)(C)C#N)=NC(C)(C)C#N. The product is [Br:1][C:2]1[CH:7]=[CH:6][C:5]([CH2:8][Br:10])=[C:4]([Cl:9])[CH:3]=1. The yield is 0.650.